This data is from Full USPTO retrosynthesis dataset with 1.9M reactions from patents (1976-2016). The task is: Predict the reactants needed to synthesize the given product. Given the product [C:1]([O:5][C:6](=[O:25])[C@@H:7]([NH:24][S:43]([C:40]1[CH:39]=[CH:38][C:37]([NH:36][C:33](=[O:35])[CH3:34])=[CH:42][CH:41]=1)(=[O:45])=[O:44])[CH2:8][NH:9][C:10](=[O:23])[C:11]1[CH:12]=[CH:13][C:14]([CH2:17][CH2:18][C:19]([O:21][CH3:22])=[O:20])=[CH:15][CH:16]=1)([CH3:4])([CH3:2])[CH3:3], predict the reactants needed to synthesize it. The reactants are: [C:1]([O:5][C:6](=[O:25])[C@@H:7]([NH2:24])[CH2:8][NH:9][C:10](=[O:23])[C:11]1[CH:16]=[CH:15][C:14]([CH2:17][CH2:18][C:19]([O:21][CH3:22])=[O:20])=[CH:13][CH:12]=1)([CH3:4])([CH3:3])[CH3:2].C(N(CC)CC)C.[C:33]([NH:36][C:37]1[CH:42]=[CH:41][C:40]([S:43](Cl)(=[O:45])=[O:44])=[CH:39][CH:38]=1)(=[O:35])[CH3:34].